Dataset: Full USPTO retrosynthesis dataset with 1.9M reactions from patents (1976-2016). Task: Predict the reactants needed to synthesize the given product. (1) Given the product [CH3:1][N:2]1[CH:6]=[CH:5][N:4]=[C:3]1[CH2:7][O:8][C:9]1[CH:10]=[C:11]([O:27][C:28]2[CH:33]=[CH:32][C:31]([S:34]([CH3:37])(=[O:35])=[O:36])=[CH:30][CH:29]=2)[CH:12]=[C:13]2[C:17]=1[NH:16][C:15]([C:18]1[S:19][CH:20]([CH2:23][C:24]([NH2:40])=[O:26])[CH2:21][N:22]=1)=[CH:14]2, predict the reactants needed to synthesize it. The reactants are: [CH3:1][N:2]1[CH:6]=[CH:5][N:4]=[C:3]1[CH2:7][O:8][C:9]1[CH:10]=[C:11]([O:27][C:28]2[CH:33]=[CH:32][C:31]([S:34]([CH3:37])(=[O:36])=[O:35])=[CH:30][CH:29]=2)[CH:12]=[C:13]2[C:17]=1[NH:16][C:15]([C:18]1[S:19][CH:20]([CH2:23][C:24]([OH:26])=O)[CH2:21][N:22]=1)=[CH:14]2.Cl.C[N:40](C)CCCN=C=NCC.[NH4+].ON1C2C=CC=CC=2N=N1.CN(C)C=O. (2) Given the product [CH3:1][N:2]1[C:6]([C:7]([NH:33][C:34]2[CH:39]=[CH:38][C:37]([C:40]([F:41])([F:42])[F:43])=[CH:36][CH:35]=2)=[O:9])=[CH:5][CH:4]=[N:3]1, predict the reactants needed to synthesize it. The reactants are: [CH3:1][N:2]1[C:6]([C:7]([OH:9])=O)=[CH:5][CH:4]=[N:3]1.Cl.C(N=C=NCCCN(C)C)C.O.ON1C2C=CC=CC=2N=N1.[NH2:33][C:34]1[CH:39]=[CH:38][C:37]([C:40]([F:43])([F:42])[F:41])=[CH:36][CH:35]=1.